This data is from Full USPTO retrosynthesis dataset with 1.9M reactions from patents (1976-2016). The task is: Predict the reactants needed to synthesize the given product. Given the product [Cl:17][C:18]1[CH:19]=[C:20]([C:25]2[C:28]([CH3:29])=[N:16][C:12]3[N:13]([N:14]=[CH:15][C:11]=3[C:5]3[CH:6]=[CH:7][C:8]([O:9][CH3:10])=[C:3]([O:2][CH3:1])[CH:4]=3)[C:26]=2[NH2:27])[CH:21]=[CH:22][C:23]=1[F:24], predict the reactants needed to synthesize it. The reactants are: [CH3:1][O:2][C:3]1[CH:4]=[C:5]([C:11]2[CH:15]=[N:14][NH:13][C:12]=2[NH2:16])[CH:6]=[CH:7][C:8]=1[O:9][CH3:10].[Cl:17][C:18]1[CH:19]=[C:20]([CH:25]([C:28](=O)[CH3:29])[C:26]#[N:27])[CH:21]=[CH:22][C:23]=1[F:24].